From a dataset of Catalyst prediction with 721,799 reactions and 888 catalyst types from USPTO. Predict which catalyst facilitates the given reaction. (1) Reactant: [N+:1]([C:4]1[CH:9]=[CH:8][CH:7]=[CH:6][C:5]=1[NH:10][C:11]1[CH:12]=[C:13]([CH:16]=[CH:17][CH:18]=1)[C:14]#[N:15])([O-])=O.CO.[NH4+].[Cl-]. Product: [NH2:1][C:4]1[CH:9]=[CH:8][CH:7]=[CH:6][C:5]=1[NH:10][C:11]1[CH:12]=[C:13]([CH:16]=[CH:17][CH:18]=1)[C:14]#[N:15]. The catalyst class is: 150. (2) Reactant: [CH3:1][O:2][CH2:3][C:4]1[C:5]([CH3:34])=[C:6]([C:10]2[CH:11]=[C:12]3[C:16](=[CH:17][CH:18]=2)[N:15](C2CCCCO2)[N:14]=[C:13]3[C:25]2[NH:29][C:28]3[CH2:30][CH2:31][CH2:32][CH2:33][C:27]=3[N:26]=2)[CH:7]=[N:8][CH:9]=1.C([SiH](CC)CC)C.FC(F)(F)C(O)=O. Product: [CH3:1][O:2][CH2:3][C:4]1[C:5]([CH3:34])=[C:6]([C:10]2[CH:11]=[C:12]3[C:16](=[CH:17][CH:18]=2)[NH:15][N:14]=[C:13]3[C:25]2[NH:29][C:28]3[CH2:30][CH2:31][CH2:32][CH2:33][C:27]=3[N:26]=2)[CH:7]=[N:8][CH:9]=1. The catalyst class is: 4. (3) Reactant: [C:1]([S@:5]([NH2:7])=[O:6])([CH3:4])([CH3:3])[CH3:2].[Br:8][C:9]1[N:14]=[C:13]([C:15](=O)[CH3:16])[C:12]([F:18])=[C:11]([Si:19]([CH2:24][CH3:25])([CH2:22][CH3:23])[CH2:20][CH3:21])[CH:10]=1. Product: [Br:8][C:9]1[N:14]=[C:13](/[C:15](=[N:7]/[S@@:5]([C:1]([CH3:4])([CH3:3])[CH3:2])=[O:6])/[CH3:16])[C:12]([F:18])=[C:11]([Si:19]([CH2:22][CH3:23])([CH2:20][CH3:21])[CH2:24][CH3:25])[CH:10]=1. The catalyst class is: 220. (4) Reactant: [Br:1][C:2]1[C:3]([CH3:10])=[C:4]([CH2:8][OH:9])[CH:5]=[CH:6][CH:7]=1.[H-].[Na+].Cl[C:14]1[CH:21]=[CH:20][C:17]([C:18]#[N:19])=[CH:16][N:15]=1. Product: [Br:1][C:2]1[C:3]([CH3:10])=[C:4]([CH:5]=[CH:6][CH:7]=1)[CH2:8][O:9][C:14]1[CH:21]=[CH:20][C:17]([C:18]#[N:19])=[CH:16][N:15]=1. The catalyst class is: 3.